Dataset: Forward reaction prediction with 1.9M reactions from USPTO patents (1976-2016). Task: Predict the product of the given reaction. (1) The product is: [CH3:28][N:2]([CH3:1])[C:3]([C:5]1[C:15]([CH2:16][CH2:17][C@H:18]([C:20]2[CH:25]=[CH:24][C:23]([F:26])=[CH:22][CH:21]=2)[OH:19])=[C:14]([OH:27])[C:8]2[N:9]=[C:10]([CH3:13])[N:11]([CH3:12])[C:7]=2[CH:6]=1)=[O:4]. Given the reactants [CH3:1][N:2]([CH3:28])[C:3]([C:5]1[C:15]([CH2:16][CH2:17][C:18]([C:20]2[CH:25]=[CH:24][C:23]([F:26])=[CH:22][CH:21]=2)=[O:19])=[C:14]([OH:27])[C:8]2[N:9]=[C:10]([CH3:13])[N:11]([CH3:12])[C:7]=2[CH:6]=1)=[O:4].O.CC([O-])(C)C.[K+].C(O)(C)(C)C, predict the reaction product. (2) Given the reactants [Br:1][C:2]1[CH:11]=[C:10]2[C:5]([C:6](Cl)=[CH:7][CH:8]=[N:9]2)=[CH:4][CH:3]=1.[CH3:13][Mg]Cl, predict the reaction product. The product is: [Br:1][C:2]1[CH:11]=[C:10]2[C:5]([C:6]([CH3:13])=[CH:7][CH:8]=[N:9]2)=[CH:4][CH:3]=1. (3) Given the reactants [OH:1][C:2]1[CH:3]=[C:4]([C:8](=[O:10])[CH3:9])[CH:5]=[CH:6][CH:7]=1.[F:11][C:12]1[CH:17]=[CH:16][C:15]([CH:18](O)[CH2:19][CH2:20][CH2:21][CH2:22][N:23]2[CH2:28][CH2:27][CH:26]([C:29]3[CH:30]=[C:31]([NH:35][C:36](=[O:40])[CH:37]([CH3:39])[CH3:38])[CH:32]=[CH:33][CH:34]=3)[CH2:25][CH2:24]2)=[CH:14][CH:13]=1, predict the reaction product. The product is: [C:8]([C:4]1[CH:3]=[C:2]([CH:7]=[CH:6][CH:5]=1)[O:1][CH:18]([C:15]1[CH:14]=[CH:13][C:12]([F:11])=[CH:17][CH:16]=1)[CH2:19][CH2:20][CH2:21][CH2:22][N:23]1[CH2:28][CH2:27][CH:26]([C:29]2[CH:30]=[C:31]([NH:35][C:36](=[O:40])[CH:37]([CH3:39])[CH3:38])[CH:32]=[CH:33][CH:34]=2)[CH2:25][CH2:24]1)(=[O:10])[CH3:9]. (4) Given the reactants [CH2:1]([O:3][C:4](=[O:20])[C:5]1[CH:10]=[CH:9][C:8]([N:11]=[CH:12][C:13]2[CH:14]=[N:15][CH:16]=[C:17]([Br:19])[CH:18]=2)=[CH:7][CH:6]=1)[CH3:2].[CH:21](=[O:25])[CH:22]([CH3:24])[CH3:23].O, predict the reaction product. The product is: [CH2:1]([O:3][C:4]([C:5]1[CH:10]=[C:9]2[C:8](=[CH:7][CH:6]=1)[NH:11][CH:12]([C:13]1[CH:14]=[N:15][CH:16]=[C:17]([Br:19])[CH:18]=1)[C:22]([CH3:24])([CH3:23])[CH:21]2[OH:25])=[O:20])[CH3:2]. (5) Given the reactants Cl.[NH2:2][C:3]([NH2:5])=[NH:4].[H-].[Na+].[C:8]([O:12][C:13](=[O:38])[CH2:14][N:15]([S:23]([C:26]1[CH:35]=[C:34]2[C:29]([C:30]([Cl:37])=[CH:31][N:32]=[C:33]2Cl)=[CH:28][CH:27]=1)(=[O:25])=[O:24])[CH2:16][C:17]1[CH:22]=[CH:21][CH:20]=[CH:19][N:18]=1)([CH3:11])([CH3:10])[CH3:9], predict the reaction product. The product is: [C:8]([O:12][C:13](=[O:38])[CH2:14][N:15]([S:23]([C:26]1[CH:35]=[C:34]2[C:29]([C:30]([Cl:37])=[CH:31][N:32]=[C:33]2[NH:4][C:3]([NH2:5])=[NH:2])=[CH:28][CH:27]=1)(=[O:24])=[O:25])[CH2:16][C:17]1[CH:22]=[CH:21][CH:20]=[CH:19][N:18]=1)([CH3:11])([CH3:9])[CH3:10].